Dataset: Peptide-MHC class II binding affinity with 134,281 pairs from IEDB. Task: Regression. Given a peptide amino acid sequence and an MHC pseudo amino acid sequence, predict their binding affinity value. This is MHC class II binding data. (1) The peptide sequence is EPFVNQSGIEILL. The MHC is DRB1_0101 with pseudo-sequence DRB1_0101. The binding affinity (normalized) is 0.569. (2) The peptide sequence is DKGIPFMKMNISVIMK. The binding affinity (normalized) is 0.626. The MHC is DRB1_1101 with pseudo-sequence DRB1_1101. (3) The peptide sequence is FRAAMATTANVPPAD. The MHC is DRB3_0202 with pseudo-sequence DRB3_0202. The binding affinity (normalized) is 0.263. (4) The peptide sequence is IEEAPEMPALYEKKL. The MHC is DRB1_1101 with pseudo-sequence DRB1_1101. The binding affinity (normalized) is 0.175. (5) The peptide sequence is DLDDEQEILNYMSPH. The MHC is HLA-DQA10103-DQB10603 with pseudo-sequence HLA-DQA10103-DQB10603. The binding affinity (normalized) is 0. (6) The peptide sequence is NLNDLEKLKDKHPVL. The MHC is DRB1_0101 with pseudo-sequence DRB1_0101. The binding affinity (normalized) is 0.195. (7) The peptide sequence is NRNNTFKPFAEYKSD. The MHC is HLA-DQA10101-DQB10501 with pseudo-sequence HLA-DQA10101-DQB10501. The binding affinity (normalized) is 0. (8) The peptide sequence is TDALRTLGSTSADEV. The MHC is HLA-DQA10501-DQB10201 with pseudo-sequence HLA-DQA10501-DQB10201. The binding affinity (normalized) is 0.467. (9) The peptide sequence is TFRGRVLDMFRTAFG. The MHC is H-2-IAb with pseudo-sequence H-2-IAb. The binding affinity (normalized) is 0. (10) The peptide sequence is IQDLEKYVEDTKIDL. The MHC is DRB1_0802 with pseudo-sequence DRB1_0802. The binding affinity (normalized) is 0.233.